Dataset: Peptide-MHC class II binding affinity with 134,281 pairs from IEDB. Task: Regression. Given a peptide amino acid sequence and an MHC pseudo amino acid sequence, predict their binding affinity value. This is MHC class II binding data. The peptide sequence is WGNGCGLFGKGSIVA. The MHC is DRB1_0405 with pseudo-sequence DRB1_0405. The binding affinity (normalized) is 0.